The task is: Predict the product of the given reaction.. This data is from Forward reaction prediction with 1.9M reactions from USPTO patents (1976-2016). (1) The product is: [C:21]([C:8]1[CH:9]=[C:10]2[C:5]([CH2:4][CH2:3][N:2]([C:11](=[O:16])[C:12]([F:14])([F:15])[F:13])[CH2:1]2)=[CH:6][CH:7]=1)(=[O:23])[CH3:22]. Given the reactants [CH2:1]1[C:10]2[C:5](=[CH:6][CH:7]=[CH:8][CH:9]=2)[CH2:4][CH2:3][N:2]1[C:11](=[O:16])[C:12]([F:15])([F:14])[F:13].[Al+3].[Cl-].[Cl-].[Cl-].[C:21](Cl)(=[O:23])[CH3:22], predict the reaction product. (2) Given the reactants [CH3:1][O:2][CH2:3][CH2:4][C:5]([NH:7][NH:8][C:9]([CH:11]1[CH2:16][CH:15]([C:17]2[CH:22]=[CH:21][C:20]([O:23][C:24]([F:27])([F:26])[F:25])=[CH:19][CH:18]=2)[CH2:14][N:13]([C:28]([N:30]2[CH2:35][CH2:34][O:33][CH2:32][CH2:31]2)=[O:29])[CH2:12]1)=O)=O.COC1C=CC(P2(SP(C3C=CC(OC)=CC=3)(=S)S2)=[S:45])=CC=1, predict the reaction product. The product is: [CH3:1][O:2][CH2:3][CH2:4][C:5]1[S:45][C:9]([CH:11]2[CH2:16][CH:15]([C:17]3[CH:22]=[CH:21][C:20]([O:23][C:24]([F:27])([F:26])[F:25])=[CH:19][CH:18]=3)[CH2:14][N:13]([C:28]([N:30]3[CH2:35][CH2:34][O:33][CH2:32][CH2:31]3)=[O:29])[CH2:12]2)=[N:8][N:7]=1. (3) Given the reactants [S:1]([C:21]1[CH:26]=C(C2C(Cl)=CC(C(F)(F)F)=CC=2Cl)C=C[C:22]=1C)[C:2]1[CH:7]=[C:6]([C:8]2[C:13]([Cl:14])=[CH:12][C:11]([C:15]([F:18])([F:17])[F:16])=[CH:10][C:9]=2[Cl:19])[CH:5]=[CH:4][C:3]=1[CH3:20].C(S([O-])=O)O.[Na+].C(I)(C)C.O, predict the reaction product. The product is: [CH:21]([S:1][C:2]1[CH:7]=[C:6]([C:8]2[C:9]([Cl:19])=[CH:10][C:11]([C:15]([F:18])([F:16])[F:17])=[CH:12][C:13]=2[Cl:14])[CH:5]=[CH:4][C:3]=1[CH3:20])([CH3:26])[CH3:22]. (4) Given the reactants F[C:2](F)(F)[C:3]([OH:5])=O.[CH:8]([O:11][C:12]1[N:17]=[CH:16][C:15]([O:18][C:19]2[CH:24]=[CH:23][C:22](/[CH:25]=[CH:26]/[CH:27]([NH2:29])[CH3:28])=[CH:21][CH:20]=2)=[CH:14][CH:13]=1)([CH3:10])[CH3:9].C(OC(=O)C)(=O)C, predict the reaction product. The product is: [CH:8]([O:11][C:12]1[N:17]=[CH:16][C:15]([O:18][C:19]2[CH:24]=[CH:23][C:22](/[CH:25]=[CH:26]/[CH:27]([NH:29][C:3](=[O:5])[CH3:2])[CH3:28])=[CH:21][CH:20]=2)=[CH:14][CH:13]=1)([CH3:10])[CH3:9]. (5) Given the reactants Br[CH2:2][CH2:3][S:4](Cl)(=[O:6])=[O:5].C(N(CC)CC)C.[NH:15]1[CH2:20][CH2:19][CH2:18][CH2:17][CH2:16]1, predict the reaction product. The product is: [CH:3]([S:4]([N:15]1[CH2:20][CH2:19][CH2:18][CH2:17][CH2:16]1)(=[O:6])=[O:5])=[CH2:2]. (6) Given the reactants [C:1]([C:4]1[C:9]([C:10]2[CH:15]=[CH:14][CH:13]=[CH:12][CH:11]=2)=[N:8][N:7]([CH2:16][CH3:17])[C:6](=[O:18])[C:5]=1[N+:19]([O-])=O)(=[O:3])[CH3:2].[Cl:22][C:23]1[CH:24]=[C:25]([CH:27]=[CH:28][CH:29]=1)N, predict the reaction product. The product is: [C:1]([C:4]1[C:9]([C:10]2[CH:15]=[CH:14][CH:13]=[CH:12][CH:11]=2)=[N:8][N:7]([CH2:16][CH3:17])[C:6](=[O:18])[C:5]=1[NH:19][C:28]1[CH:27]=[CH:25][CH:24]=[C:23]([Cl:22])[CH:29]=1)(=[O:3])[CH3:2]. (7) Given the reactants [CH2:1]([C:8]1[O:9][C:10]([CH3:27])=[C:11]([CH3:26])[C:12]=1[C:13]([C:15]1[CH:20]=[C:19]([CH2:21][CH3:22])[C:18]([OH:23])=[C:17]([CH2:24][CH3:25])[CH:16]=1)=[O:14])[C:2]1[CH:7]=[CH:6][CH:5]=[CH:4][CH:3]=1.Cl[S:29]([C:32]1[CH:40]=[CH:39][C:35]([C:36]([OH:38])=[O:37])=[C:34]([OH:41])[CH:33]=1)(=[O:31])=[O:30], predict the reaction product. The product is: [CH2:1]([C:8]1[O:9][C:10]([CH3:27])=[C:11]([CH3:26])[C:12]=1[C:13]([C:15]1[CH:16]=[C:17]([CH2:24][CH3:25])[C:18]([O:23][S:29]([C:32]2[CH:40]=[CH:39][C:35]([C:36]([OH:38])=[O:37])=[C:34]([OH:41])[CH:33]=2)(=[O:31])=[O:30])=[C:19]([CH2:21][CH3:22])[CH:20]=1)=[O:14])[C:2]1[CH:3]=[CH:4][CH:5]=[CH:6][CH:7]=1. (8) Given the reactants Br[C:2]1[CH:3]=[C:4]2[C:9](=[CH:10][CH:11]=1)[N:8]=[C:7]([CH3:12])[C:6]([C:13]([CH:15]1[CH2:17][CH2:16]1)=[O:14])=[C:5]2[C:18]1[CH:23]=[CH:22][CH:21]=[CH:20][CH:19]=1.[NH:24]1[CH2:29][CH2:28][O:27][CH2:26][CH2:25]1, predict the reaction product. The product is: [CH:15]1([C:13]([C:6]2[C:7]([CH3:12])=[N:8][C:9]3[C:4]([C:5]=2[C:18]2[CH:19]=[CH:20][CH:21]=[CH:22][CH:23]=2)=[CH:3][C:2]([N:24]2[CH2:29][CH2:28][O:27][CH2:26][CH2:25]2)=[CH:11][CH:10]=3)=[O:14])[CH2:16][CH2:17]1.